This data is from CYP2C9 inhibition data for predicting drug metabolism from PubChem BioAssay. The task is: Regression/Classification. Given a drug SMILES string, predict its absorption, distribution, metabolism, or excretion properties. Task type varies by dataset: regression for continuous measurements (e.g., permeability, clearance, half-life) or binary classification for categorical outcomes (e.g., BBB penetration, CYP inhibition). Dataset: cyp2c9_veith. (1) The molecule is N#Cc1ccc(CN2CC[C@@]3(CCCN(C(=O)c4cccc(F)c4)C3)C2)cc1. The result is 0 (non-inhibitor). (2) The compound is COC(=O)[C@@]1(Cc2ccc(OC)cc2)[C@H]2c3cc(C(=O)N4CCCC4)n(Cc4ccc(C(F)(F)F)nc4)c3C[C@H]2CN1C(=O)c1ccccc1. The result is 1 (inhibitor). (3) The molecule is CCCCNC(=O)NS(=O)(=O)c1ccc(C(=O)OC(C)C)o1. The result is 1 (inhibitor). (4) The compound is CCS(=O)(=O)N1CCC(C(=O)NCCN2CCN(Cc3ccccc3)CC2)CC1. The result is 0 (non-inhibitor). (5) The compound is CCOC(=O)C1=C(C)NC(c2ccccc2)=C(C(=O)OCc2ccc([N+](=O)[O-])cc2)[C@@H]1C#Cc1ccccc1. The result is 0 (non-inhibitor). (6) The compound is O=c1oc(-c2ccco2)nc2c1cnn2-c1ccccc1. The result is 1 (inhibitor). (7) The compound is CCNc1nc(NC(C)C)nc(SCCOc2ccc(C)cc2)n1. The result is 1 (inhibitor).